From a dataset of Experimentally validated miRNA-target interactions with 360,000+ pairs, plus equal number of negative samples. Binary Classification. Given a miRNA mature sequence and a target amino acid sequence, predict their likelihood of interaction. The miRNA is hsa-miR-4496 with sequence GAGGAAACUGAAGCUGAGAGGG. The protein sequence of the target gene is MIRAFSFPVSPERGRLRGWLEGSLAGLCELHWLRERQEYRVQQALRLAQPGMGGAEAEDEEDADEDEDAAAARRAAAALEEQLEALPGLVWDLGQQLGDLSLESGGLEQESGRSSGFYEDPSSTGGPDSPPSTFCGDSGFSGSSSYGRLGPSEPRGIYASERPKSLGDASPSAPEVVGARAAVPRSFSAPYPTAGGSAGPEACSSAERRARAGPFLTPSPLHAVAMRSPRPCGRPPTDSPDAGGAGRPLDGYISALLRRRRRRGAGQPRTSPGGADGGPRRQNSVRQRPPDASPSPGSAR.... Result: 0 (no interaction).